From a dataset of Forward reaction prediction with 1.9M reactions from USPTO patents (1976-2016). Predict the product of the given reaction. (1) Given the reactants [C:1]([C:4]1[C:22](=[O:23])[C@@:8]2([CH3:24])[C:9]3[C:15]([OH:16])=[CH:14][C:13]([O:17][CH3:18])=[C:12]([C:19]([NH2:21])=[O:20])[C:10]=3[O:11][C:7]2=[CH:6][C:5]=1[OH:25])(=[O:3])[CH3:2].[CH2:26]([C:28]1[CH:35]=[C:34]([CH2:36][CH3:37])[CH:33]=[C:32]([CH2:38][CH3:39])[C:29]=1[CH:30]=O)[CH3:27].C([SiH](CC)CC)C.FC(F)(F)C(O)=O, predict the reaction product. The product is: [C:1]([C:4]1[C:22](=[O:23])[C@@:8]2([CH3:24])[C:9]3[C:15]([OH:16])=[CH:14][C:13]([O:17][CH3:18])=[C:12]([C:19]([NH:21][CH2:30][C:29]4[C:28]([CH2:26][CH3:27])=[CH:35][C:34]([CH2:36][CH3:37])=[CH:33][C:32]=4[CH2:38][CH3:39])=[O:20])[C:10]=3[O:11][C:7]2=[CH:6][C:5]=1[OH:25])(=[O:3])[CH3:2]. (2) Given the reactants [N+:1]([C:4]1[CH:9]=[CH:8][C:7](/[CH:10]=[CH:11]/[C:12]2[C:20]3[C:15](=[CH:16][CH:17]=[CH:18][CH:19]=3)[NH:14][N:13]=2)=[CH:6][CH:5]=1)([O-])=O.[ClH:21].[Sn], predict the reaction product. The product is: [ClH:21].[NH2:1][C:4]1[CH:9]=[CH:8][C:7](/[CH:10]=[CH:11]/[C:12]2[C:20]3[C:15](=[CH:16][CH:17]=[CH:18][CH:19]=3)[NH:14][N:13]=2)=[CH:6][CH:5]=1. (3) Given the reactants C[O:2][C:3](=[O:24])[C@@H:4]([N:9]1[CH2:13][C:12]([O:14][C:15]2[CH:20]=[CH:19][CH:18]=[C:17]([OH:21])[C:16]=2[F:22])=[CH:11][C:10]1=[O:23])[CH2:5][CH:6]([CH3:8])[CH3:7].O.[OH-].[Li+], predict the reaction product. The product is: [F:22][C:16]1[C:17]([OH:21])=[CH:18][CH:19]=[CH:20][C:15]=1[O:14][C:12]1[CH2:13][N:9]([C@@H:4]([CH2:5][CH:6]([CH3:8])[CH3:7])[C:3]([OH:24])=[O:2])[C:10](=[O:23])[CH:11]=1.